Dataset: Peptide-MHC class II binding affinity with 134,281 pairs from IEDB. Task: Regression. Given a peptide amino acid sequence and an MHC pseudo amino acid sequence, predict their binding affinity value. This is MHC class II binding data. The peptide sequence is IAKVPPGPNITATYG. The MHC is DRB1_0301 with pseudo-sequence DRB1_0301. The binding affinity (normalized) is 0.0824.